The task is: Predict which catalyst facilitates the given reaction.. This data is from Catalyst prediction with 721,799 reactions and 888 catalyst types from USPTO. (1) Reactant: [NH:1]1[C:9]2[C:4](=[CH:5][CH:6]=[CH:7][CH:8]=2)[C:3](/[CH:10]=[CH:11]/[C:12]2[CH:17]=[CH:16][CH:15]=[CH:14][C:13]=2[NH:18][C:19]([C:21]2[S:22][C:23]([N+:27]([O-])=O)=[CH:24][C:25]=2[CH3:26])=[O:20])=[N:2]1.[Cl-].[NH4+].C(O)C. Product: [NH2:27][C:23]1[S:22][C:21]([C:19]([NH:18][C:13]2[CH:14]=[CH:15][CH:16]=[CH:17][C:12]=2/[CH:11]=[CH:10]/[C:3]2[C:4]3[C:9](=[CH:8][CH:7]=[CH:6][CH:5]=3)[NH:1][N:2]=2)=[O:20])=[C:25]([CH3:26])[CH:24]=1. The catalyst class is: 150. (2) Product: [Si:1]([O:8][CH2:9][C@@H:10]1[CH:15]=[C:14]([CH2:16][O:17][CH3:18])[CH:13]([OH:19])[CH2:12][N:11]1[C:20]([O:22][C:23]([CH3:26])([CH3:25])[CH3:24])=[O:21])([C:4]([CH3:6])([CH3:7])[CH3:5])([CH3:3])[CH3:2]. The catalyst class is: 5. Reactant: [Si:1]([O:8][CH2:9][C@@H:10]1[CH:15]=[C:14]([CH2:16][O:17][CH3:18])[C:13](=[O:19])[CH2:12][N:11]1[C:20]([O:22][C:23]([CH3:26])([CH3:25])[CH3:24])=[O:21])([C:4]([CH3:7])([CH3:6])[CH3:5])([CH3:3])[CH3:2].[BH4-].[Na+]. (3) Reactant: [NH:1]1[CH2:5][CH2:4][CH2:3][C:2]1=[O:6].[Br:7][C:8]1[CH:13]=[CH:12][C:11](I)=[CH:10][CH:9]=1.[F-].[Cs+].CNCCNC. Product: [Br:7][C:8]1[CH:13]=[CH:12][C:11]([N:1]2[CH2:5][CH2:4][CH2:3][C:2]2=[O:6])=[CH:10][CH:9]=1. The catalyst class is: 830. (4) Reactant: [H-].[Na+].[Cl:3][C:4]1[CH:13]=[CH:12][C:7]2[NH:8][C:9](=[O:11])[NH:10][C:6]=2[CH:5]=1.[C:14](O[C:14]([O:16][C:17]([CH3:20])([CH3:19])[CH3:18])=[O:15])([O:16][C:17]([CH3:20])([CH3:19])[CH3:18])=[O:15]. Product: [Cl:3][C:4]1[CH:13]=[CH:12][C:7]2[N:8]([C:14]([O:16][C:17]([CH3:20])([CH3:19])[CH3:18])=[O:15])[C:9](=[O:11])[NH:10][C:6]=2[CH:5]=1. The catalyst class is: 9. (5) Reactant: [BH4-].[Na+].CO.[CH3:5][O:6][C:7](=[O:33])[CH2:8][O:9][CH2:10][C:11]#[C:12][CH2:13][N:14]1[C:19](=[O:20])[CH2:18][CH2:17][CH2:16][C@@H:15]1/[CH:21]=[CH:22]/[C:23](=[O:32])[CH2:24][C:25]1[CH:30]=[CH:29][CH:28]=[C:27]([Cl:31])[CH:26]=1. Product: [CH3:5][O:6][C:7](=[O:33])[CH2:8][O:9][CH2:10][C:11]#[C:12][CH2:13][N:14]1[C:19](=[O:20])[CH2:18][CH2:17][CH2:16][C@@H:15]1/[CH:21]=[CH:22]/[CH:23]([OH:32])[CH2:24][C:25]1[CH:30]=[CH:29][CH:28]=[C:27]([Cl:31])[CH:26]=1.[Cl:31][C:27]1[CH:26]=[C:25]([CH2:24][CH:23]([OH:32])/[CH:22]=[CH:21]/[C@@H:15]2[N:14]([CH2:13][C:12]#[C:11][CH2:10][O:9][CH2:8][CH2:7][OH:6])[C:19](=[O:20])[CH2:18][CH2:17][CH2:16]2)[CH:30]=[CH:29][CH:28]=1. The catalyst class is: 2. (6) Product: [NH2:16][C:15]1[O:11][C:4]([C:3]([OH:10])([CH2:8][CH3:9])[CH2:1][CH3:2])=[N:13][N:12]=1. Reactant: [CH2:1]([C:3]([OH:10])([CH2:8][CH3:9])[C:4](OC)=O)[CH3:2].[OH2:11].[NH2:12][NH2:13].Br[C:15]#[N:16]. The catalyst class is: 6. (7) Reactant: [Br:1][C:2]1[CH:7]=[C:6]([N+:8]([O-])=O)[CH:5]=[CH:4][C:3]=1[C:11]([CH3:19])([CH3:18])[CH2:12][CH2:13][NH:14][C:15](=[O:17])[CH3:16]. Product: [NH2:8][C:6]1[CH:5]=[CH:4][C:3]([C:11]([CH3:19])([CH3:18])[CH2:12][CH2:13][NH:14][C:15](=[O:17])[CH3:16])=[C:2]([Br:1])[CH:7]=1. The catalyst class is: 458. (8) Reactant: [CH3:1][C:2]1[CH:7]=[CH:6][CH:5]=[CH:4][C:3]=1[NH:8][C:9](=[S:33])[NH:10][C:11]1[CH:16]=[CH:15][C:14]([CH2:17][C:18]([O:20][CH2:21][CH3:22])=[O:19])=[CH:13][C:12]=1SCC1C=CC(OC)=CC=1.O. Product: [CH3:1][C:2]1[CH:7]=[CH:6][CH:5]=[CH:4][C:3]=1[NH:8][C:9]1[S:33][C:12]2[CH:13]=[C:14]([CH2:17][C:18]([O:20][CH2:21][CH3:22])=[O:19])[CH:15]=[CH:16][C:11]=2[N:10]=1. The catalyst class is: 8.